Dataset: Forward reaction prediction with 1.9M reactions from USPTO patents (1976-2016). Task: Predict the product of the given reaction. (1) The product is: [CH3:12][C:10]1[NH:9][C:5]2=[N:6][C:7]([C:16]3[CH:21]=[CH:20][C:19]([CH3:22])=[CH:18][CH:17]=3)=[C:2]([C:16]3[CH:17]=[CH:18][C:19]([CH3:22])=[CH:20][CH:21]=3)[N:3]=[C:4]2[CH:11]=1. Given the reactants Br[C:2]1[N:3]=[C:4]2[CH:11]=[C:10]([CH3:12])[NH:9][C:5]2=[N:6][C:7]=1Cl.N#N.B(O)(O)[C:16]1[CH:17]=[CH:18][C:19]([CH3:22])=[CH:20][CH:21]=1.C([O-])([O-])=O.[K+].[K+], predict the reaction product. (2) Given the reactants [CH3:1][C:2]1[N:3]([C:8]2[CH:12]=[C:11]([CH2:13][C:14]([OH:16])=O)[N:10]([CH3:17])[N:9]=2)[C:4]([CH3:7])=[CH:5][CH:6]=1.C(N(CC)CC)C.[F:25][C:26]([F:30])([F:29])[CH2:27][NH2:28].C(=O)([O-])O.[Na+], predict the reaction product. The product is: [CH3:7][C:4]1[N:3]([C:8]2[CH:12]=[C:11]([CH2:13][C:14]([NH:28][CH2:27][C:26]([F:30])([F:29])[F:25])=[O:16])[N:10]([CH3:17])[N:9]=2)[C:2]([CH3:1])=[CH:6][CH:5]=1. (3) Given the reactants [O:1]1[CH2:6][CH2:5][N:4]([NH:7][C:8]([C:10]2[CH:24]=[CH:23][C:13]([CH2:14][NH:15][C:16](=[O:22])[O:17][C:18]([CH3:21])([CH3:20])[CH3:19])=[CH:12][CH:11]=2)=[O:9])[CH2:3][CH2:2]1.C([O-])([O-])=O.[K+].[K+].[I-].[K+].[CH2:33](Br)[C:34]1[CH:39]=[CH:38][CH:37]=[CH:36][CH:35]=1.[NH4+].[Cl-], predict the reaction product. The product is: [CH2:33]([N:7]([N:4]1[CH2:5][CH2:6][O:1][CH2:2][CH2:3]1)[C:8]([C:10]1[CH:11]=[CH:12][C:13]([CH2:14][NH:15][C:16](=[O:22])[O:17][C:18]([CH3:20])([CH3:21])[CH3:19])=[CH:23][CH:24]=1)=[O:9])[C:34]1[CH:39]=[CH:38][CH:37]=[CH:36][CH:35]=1.